From a dataset of Reaction yield outcomes from USPTO patents with 853,638 reactions. Predict the reaction yield, written as a fraction of the theoretical maximum amount of product (1.0 means a 100% yield; for example, 0.34 means a 34% yield). (1) The reactants are [NH:1]1[CH2:6][CH2:5][NH:4][CH2:3][CH2:2]1.Cl[C:8]1[C:17]([O:18][CH2:19][CH2:20][O:21][C:22]2[CH:27]=[CH:26][CH:25]=[CH:24][C:23]=2[Cl:28])=[N:16][C:15]2[C:10](=[CH:11][CH:12]=[CH:13][CH:14]=2)[N:9]=1. No catalyst specified. The product is [Cl:28][C:23]1[CH:24]=[CH:25][CH:26]=[CH:27][C:22]=1[O:21][CH2:20][CH2:19][O:18][C:17]1[C:8]([N:1]2[CH2:6][CH2:5][NH:4][CH2:3][CH2:2]2)=[N:9][C:10]2[C:15](=[CH:14][CH:13]=[CH:12][CH:11]=2)[N:16]=1. The yield is 0.220. (2) The product is [Cl:15][C:16]1[C:17]([CH3:38])=[C:18]([CH:27]2[CH2:30][N:29]([C:31]([O:33][C:34]([CH3:37])([CH3:36])[CH3:35])=[O:32])[CH2:28]2)[C:19]([O:25][CH3:26])=[C:20]([CH:22]([Cl:3])[CH3:23])[CH:21]=1. The yield is 0.860. The catalyst is C(Cl)Cl. The reactants are N1C(Cl)=NC(Cl)=NC=1[Cl:3].CN(C)C=O.[Cl:15][C:16]1[C:17]([CH3:38])=[C:18]([CH:27]2[CH2:30][N:29]([C:31]([O:33][C:34]([CH3:37])([CH3:36])[CH3:35])=[O:32])[CH2:28]2)[C:19]([O:25][CH3:26])=[C:20]([CH:22](O)[CH3:23])[CH:21]=1.O.